Dataset: Full USPTO retrosynthesis dataset with 1.9M reactions from patents (1976-2016). Task: Predict the reactants needed to synthesize the given product. (1) Given the product [Cl:1][C:2]1[CH:7]=[C:6]([CH3:8])[C:5]([CH2:16][C:17]([O:19][CH2:20][CH3:21])=[O:18])=[C:4]([CH3:12])[CH:3]=1, predict the reactants needed to synthesize it. The reactants are: [Cl:1][C:2]1[CH:7]=[C:6]([CH3:8])[C:5](B(O)O)=[C:4]([CH3:12])[CH:3]=1.[F-].[K+].Br[CH2:16][C:17]([O:19][CH2:20][CH3:21])=[O:18]. (2) Given the product [C:1]1([CH2:7][CH2:8][C:9]2[CH:10]=[CH:11][CH:12]=[CH:13][CH:14]=2)[CH:6]=[CH:5][CH:4]=[CH:3][CH:2]=1, predict the reactants needed to synthesize it. The reactants are: [C:1]1(/[CH:7]=[CH:8]/[C:9]2[CH:14]=[CH:13][CH:12]=[CH:11][CH:10]=2)[CH:6]=[CH:5][CH:4]=[CH:3][CH:2]=1. (3) The reactants are: [CH2:1]([C:3]1[C:11]([NH:12][C:13]([CH:15]2[CH2:20][CH2:19][O:18][CH2:17][CH2:16]2)=[O:14])=[C:6]2[CH:7]=[CH:8][CH:9]=[CH:10][N:5]2[N:4]=1)[CH3:2].CC(C)([O-])C.[K+].COCCOC.Br[CH2:34][CH:35]1[CH2:37][CH2:36]1. Given the product [CH:35]1([CH2:34][N:12]([C:11]2[C:3]([CH2:1][CH3:2])=[N:4][N:5]3[CH:10]=[CH:9][CH:8]=[CH:7][C:6]=23)[C:13]([CH:15]2[CH2:20][CH2:19][O:18][CH2:17][CH2:16]2)=[O:14])[CH2:37][CH2:36]1, predict the reactants needed to synthesize it.